From a dataset of Catalyst prediction with 721,799 reactions and 888 catalyst types from USPTO. Predict which catalyst facilitates the given reaction. (1) Reactant: Cl.Cl.[CH3:3][Si:4]([CH3:31])([CH3:30])[CH2:5][CH2:6][O:7][CH2:8][N:9]1[C:13]2[N:14]=[CH:15][N:16]=[C:17]([C:18]3[CH:19]=[N:20][N:21]([C:23]4([CH2:27][C:28]#[N:29])[CH2:26][NH:25][CH2:24]4)[CH:22]=3)[C:12]=2[CH:11]=[CH:10]1.[OH:32][CH2:33][CH2:34][C:35]1[N:40]=[C:39]([C:41]([F:44])([F:43])[F:42])[N:38]=[C:37]([O:45][CH:46]2[CH2:51][CH2:50][C:49](=O)[CH2:48][CH2:47]2)[CH:36]=1.C(O[BH-](OC(=O)C)OC(=O)C)(=O)C.[Na+]. Product: [OH:32][CH2:33][CH2:34][C:35]1[N:40]=[C:39]([C:41]([F:44])([F:42])[F:43])[N:38]=[C:37]([O:45][CH:46]2[CH2:51][CH2:50][CH:49]([N:25]3[CH2:24][C:23]([CH2:27][C:28]#[N:29])([N:21]4[CH:22]=[C:18]([C:17]5[C:12]6[CH:11]=[CH:10][N:9]([CH2:8][O:7][CH2:6][CH2:5][Si:4]([CH3:30])([CH3:3])[CH3:31])[C:13]=6[N:14]=[CH:15][N:16]=5)[CH:19]=[N:20]4)[CH2:26]3)[CH2:48][CH2:47]2)[CH:36]=1. The catalyst class is: 7. (2) Reactant: [C:1]([O:5][C:6]([N:8]1[CH2:11][C:10]2([CH2:20][C:19](=[O:21])[C:18]3[C:13](=[CH:14][CH:15]=[C:16](/[CH:22]=[CH:23]/[C:24](O)=[O:25])[CH:17]=3)[O:12]2)[CH2:9]1)=[O:7])([CH3:4])([CH3:3])[CH3:2].C(Cl)CCl.C1C=CC2N(O)N=NC=2C=1.[NH2:41][O:42][CH:43]1[CH2:48][CH2:47][CH2:46][CH2:45][O:44]1. Product: [C:1]([O:5][C:6]([N:8]1[CH2:9][C:10]2([CH2:20][C:19](=[O:21])[C:18]3[C:13](=[CH:14][CH:15]=[C:16](/[CH:22]=[CH:23]/[C:24]([NH:41][O:42][CH:43]4[CH2:48][CH2:47][CH2:46][CH2:45][O:44]4)=[O:25])[CH:17]=3)[O:12]2)[CH2:11]1)=[O:7])([CH3:4])([CH3:3])[CH3:2]. The catalyst class is: 2. (3) The catalyst class is: 98. Reactant: [O:1]1[CH:5]=[CH:4][CH:3]=[C:2]1[C:6](=O)[CH3:7].[C:9]([O:13][C:14]([N:16]1[CH2:21][CH2:20][CH:19]([NH2:22])[CH2:18][CH2:17]1)=[O:15])([CH3:12])([CH3:11])[CH3:10].C(N(CC)CC)C.C([BH3-])#N.[Na+].[OH-].[Na+]. Product: [C:9]([O:13][C:14]([N:16]1[CH2:21][CH2:20][CH:19]([NH:22][CH:6]([C:2]2[O:1][CH:5]=[CH:4][CH:3]=2)[CH3:7])[CH2:18][CH2:17]1)=[O:15])([CH3:12])([CH3:10])[CH3:11]. (4) Reactant: [NH2:1][C:2]1[C:6]([CH2:7][CH2:8][O:9][C:10]([C:23]2[CH:28]=[CH:27][CH:26]=[CH:25][CH:24]=2)([C:17]2[CH:22]=[CH:21][CH:20]=[CH:19][CH:18]=2)[C:11]2[CH:16]=[CH:15][CH:14]=[CH:13][CH:12]=2)=[CH:5][NH:4][C:3]=1[C:29]#[N:30].[C:31](Cl)(=[O:38])[C:32]1[CH:37]=[CH:36][CH:35]=[CH:34][CH:33]=1.C([O:43][CH2:44][CH3:45])(=O)C.[CH2:46]([N:48](CC)CC)C.N1[CH:58]=[CH:57][CH:56]=[CH:55][CH:54]=1. Product: [C:31]([N:30]([C:29]1[C:3]2[NH:4][CH:5]=[C:6]([CH2:7][CH2:8][O:9][C:10]([C:11]3[CH:16]=[CH:15][CH:14]=[CH:13][CH:12]=3)([C:23]3[CH:28]=[CH:27][CH:26]=[CH:25][CH:24]=3)[C:17]3[CH:18]=[CH:19][CH:20]=[CH:21][CH:22]=3)[C:2]=2[N:1]=[CH:46][N:48]=1)[C:44](=[O:43])[C:45]1[CH:54]=[CH:55][CH:56]=[CH:57][CH:58]=1)(=[O:38])[C:32]1[CH:37]=[CH:36][CH:35]=[CH:34][CH:33]=1. The catalyst class is: 98.